This data is from Reaction yield outcomes from USPTO patents with 853,638 reactions. The task is: Predict the reaction yield, written as a fraction of the theoretical maximum amount of product (1.0 means a 100% yield; for example, 0.34 means a 34% yield). (1) The reactants are [CH3:1][C:2](C)([O-:4])C.[K+].[CH3:7][C:8]([CH:10]1[CH2:12][CH2:11]1)=[O:9].C(OCC)(=O)C. The catalyst is C1COCC1. The product is [CH:10]1([C:8](=[O:9])[CH2:7][C:2](=[O:4])[CH3:1])[CH2:12][CH2:11]1. The yield is 0.700. (2) The reactants are C(OC([N:8]1[CH2:12][CH2:11][CH2:10][C@H:9]1[CH2:13][O:14][C:15]1[CH:20]=[CH:19][C:18]([CH2:21][C:22]2[CH:27]=[CH:26][C:25]([Cl:28])=[CH:24][CH:23]=2)=[CH:17][CH:16]=1)=O)(C)(C)C.Cl. The catalyst is O1CCOCC1. The product is [ClH:28].[Cl:28][C:25]1[CH:26]=[CH:27][C:22]([CH2:21][C:18]2[CH:19]=[CH:20][C:15]([O:14][CH2:13][C@@H:9]3[CH2:10][CH2:11][CH2:12][NH:8]3)=[CH:16][CH:17]=2)=[CH:23][CH:24]=1. The yield is 0.990. (3) The reactants are [Cl:1][C:2]1[CH:7]=[CH:6][CH:5]=[CH:4][C:3]=1[C:8]1[C:12]([C:13]2[N:14](COCC[Si](C)(C)C)[CH:15]=[CH:16][N:17]=2)=[CH:11][N:10]([C:26]2[C:31]([CH3:32])=[CH:30][N:29]=[C:28]([N:33](CC3C=CC(OC)=CC=3OC)[C:34]([CH:36]3[CH2:38][CH2:37]3)=[O:35])[CH:27]=2)[CH:9]=1.C(O)(C(F)(F)F)=O. The catalyst is C(Cl)Cl. The product is [Cl:1][C:2]1[CH:7]=[CH:6][CH:5]=[CH:4][C:3]=1[C:8]1[C:12]([C:13]2[NH:14][CH:15]=[CH:16][N:17]=2)=[CH:11][N:10]([C:26]2[C:31]([CH3:32])=[CH:30][N:29]=[C:28]([NH:33][C:34]([CH:36]3[CH2:38][CH2:37]3)=[O:35])[CH:27]=2)[CH:9]=1. The yield is 0.340. (4) The reactants are [C:1]([O:5][C:6](=[O:14])[NH:7][CH:8]1[CH2:13][CH2:12][CH:11]=[CH:10][CH2:9]1)([CH3:4])([CH3:3])[CH3:2].[CH3:15][O:16][CH2:17][CH2:18]Br. The catalyst is C1CCCCC1.C(OCC)(=O)C. The product is [C:1]([O:5][C:6](=[O:14])[N:7]([CH2:18][CH2:17][O:16][CH3:15])[CH:8]1[CH2:13][CH2:12][CH:11]=[CH:10][CH2:9]1)([CH3:4])([CH3:2])[CH3:3]. The yield is 0.310. (5) The reactants are F[C:2]1[C:9]([N+:10]([O-:12])=[O:11])=[CH:8][CH:7]=[CH:6][C:3]=1[C:4]#[N:5].[NH2:13][C:14]1[CH:19]=[CH:18][CH:17]=[C:16]([CH3:20])[CH:15]=1.C(N(CC)C(C)C)(C)C. The catalyst is C1COCC1. The product is [N+:10]([C:9]1[C:2]([NH:13][C:14]2[CH:15]=[C:16]([CH3:20])[CH:17]=[CH:18][CH:19]=2)=[C:3]([CH:6]=[CH:7][CH:8]=1)[C:4]#[N:5])([O-:12])=[O:11]. The yield is 0.940. (6) The reactants are [C:1]([O:5][C:6]([N:8]([CH2:20][C:21](OCC)=[O:22])[CH:9]1[CH2:12][N:11]([C:13]([O:15][C:16]([CH3:19])([CH3:18])[CH3:17])=[O:14])[CH2:10]1)=[O:7])([CH3:4])([CH3:3])[CH3:2].[NH2:26][NH2:27]. The catalyst is C(O)C. The product is [C:1]([O:5][C:6]([N:8]([CH2:20][C:21]([NH:26][NH2:27])=[O:22])[CH:9]1[CH2:10][N:11]([C:13]([O:15][C:16]([CH3:19])([CH3:18])[CH3:17])=[O:14])[CH2:12]1)=[O:7])([CH3:4])([CH3:3])[CH3:2]. The yield is 0.940. (7) The reactants are [CH2:1]=[O:2].[CH2:3](O)[C:4]1[CH:9]=[CH:8][CH:7]=[CH:6][CH:5]=1.[ClH:11]. No catalyst specified. The product is [Cl:11][CH2:1][O:2][CH2:3][C:4]1[CH:9]=[CH:8][CH:7]=[CH:6][CH:5]=1. The yield is 0.330. (8) The reactants are C[O:2][C:3](=[O:24])[CH:4]([C:11]1[CH:16]=[CH:15][CH:14]=[C:13]([S:17]([C:20]([F:23])([F:22])[F:21])(=[O:19])=[O:18])[CH:12]=1)[CH2:5][CH:6]1[CH2:10][CH2:9][CH2:8][CH2:7]1.[OH-].[Li+]. The catalyst is O1CCCC1. The product is [CH:6]1([CH2:5][CH:4]([C:11]2[CH:16]=[CH:15][CH:14]=[C:13]([S:17]([C:20]([F:23])([F:21])[F:22])(=[O:19])=[O:18])[CH:12]=2)[C:3]([OH:24])=[O:2])[CH2:10][CH2:9][CH2:8][CH2:7]1. The yield is 0.990. (9) The reactants are Br[C:2]1[CH:3]=[CH:4][C:5]([F:21])=[C:6]([C:8]2[CH:9]3[CH2:20][CH2:19][CH2:18][CH:10]3[N:11]([C:13]([O:15][CH2:16][CH3:17])=[O:14])[N:12]=2)[CH:7]=1.[C:22]([C@:24]1([OH:31])[CH2:28][CH2:27][N:26]([CH3:29])[C:25]1=[O:30])#[CH:23]. No catalyst specified. The product is [F:21][C:5]1[CH:4]=[CH:3][C:2]([C:23]#[C:22][C@:24]2([OH:31])[CH2:28][CH2:27][N:26]([CH3:29])[C:25]2=[O:30])=[CH:7][C:6]=1[C:8]1[CH:9]2[CH2:20][CH2:19][CH2:18][CH:10]2[N:11]([C:13]([O:15][CH2:16][CH3:17])=[O:14])[N:12]=1. The yield is 0.860. (10) The reactants are C(OC([N:8]1[C:12]([CH3:32])([C:13]2[NH:14][C:15]([C:18]3[CH:23]=[CH:22][C:21]([CH2:24][CH2:25][CH2:26][CH2:27][CH2:28][CH2:29][CH2:30][CH3:31])=[CH:20][CH:19]=3)=[CH:16][N:17]=2)[CH2:11][O:10]C1(C)C)=O)(C)(C)C.CC1C=CC(S(O)(=O)=O)=CC=1.O. The catalyst is CO. The product is [NH2:8][C:12]([C:13]1[NH:14][C:15]([C:18]2[CH:19]=[CH:20][C:21]([CH2:24][CH2:25][CH2:26][CH2:27][CH2:28][CH2:29][CH2:30][CH3:31])=[CH:22][CH:23]=2)=[CH:16][N:17]=1)([CH3:32])[CH2:11][OH:10]. The yield is 0.600.